This data is from Reaction yield outcomes from USPTO patents with 853,638 reactions. The task is: Predict the reaction yield, written as a fraction of the theoretical maximum amount of product (1.0 means a 100% yield; for example, 0.34 means a 34% yield). (1) The reactants are [F:1][C:2]1[CH:22]=[CH:21][C:5]([O:6][CH2:7][CH:8]2[CH2:13][CH2:12][N:11](C(OC(C)(C)C)=O)[CH2:10][CH2:9]2)=[CH:4][CH:3]=1.[ClH:23]. The catalyst is ClCCl.O1CCOCC1. The product is [ClH:23].[F:1][C:2]1[CH:3]=[CH:4][C:5]([O:6][CH2:7][CH:8]2[CH2:9][CH2:10][NH:11][CH2:12][CH2:13]2)=[CH:21][CH:22]=1. The yield is 0.970. (2) The yield is 0.550. The reactants are Br[C:2]1[CH:11]=[C:10]2[C:5]([NH:6][CH2:7][CH2:8][N:9]2[C:12]([O:14][C:15]([CH3:18])([CH3:17])[CH3:16])=[O:13])=[CH:4][CH:3]=1.[CH3:19][N:20]1[CH:24]=[C:23](B2OC(C)(C)C(C)(C)O2)[CH:22]=[N:21]1.C([O-])([O-])=O.[Na+].[Na+].C1(P(C2CCCCC2)C2C=CC=C(C3C(C(C)C)=CC(C(C)C)=CC=3C(C)C)C=2)CCCCC1. The product is [CH3:19][N:20]1[CH:24]=[C:23]([C:2]2[CH:11]=[C:10]3[C:5]([NH:6][CH2:7][CH2:8][N:9]3[C:12]([O:14][C:15]([CH3:18])([CH3:17])[CH3:16])=[O:13])=[CH:4][CH:3]=2)[CH:22]=[N:21]1. The catalyst is C1COCC1.O.NC1C=CC=CC=1C1C=CC=CC=1[Pd]Cl.C1(P(C2CCCCC2)C2C=CC=C(C3C(C(C)C)=CC(C(C)C)=CC=3C(C)C)C=2)CCCCC1. (3) The reactants are [F:1][C:2]([C:5]1[CH:6]=[C:7]([N:11]=C(C2C=CC=CC=2)C2C=CC=CC=2)[CH:8]=[N:9][CH:10]=1)([F:4])[CH3:3].O.Cl.C1COCC1. The catalyst is CCOC(C)=O. The product is [F:1][C:2]([C:5]1[CH:6]=[C:7]([NH2:11])[CH:8]=[N:9][CH:10]=1)([F:4])[CH3:3]. The yield is 0.965. (4) The reactants are C[O:2][C:3](=[O:35])[CH:4]([NH:12][C:13](=[O:34])[C:14]1[CH:19]=[CH:18][C:17]([C:20]2[CH:21]=[N:22][C:23]([O:26][CH2:27][C:28]3[CH:33]=[CH:32][CH:31]=[CH:30][CH:29]=3)=[N:24][CH:25]=2)=[CH:16][CH:15]=1)[CH2:5][C:6]1[CH:11]=[CH:10][CH:9]=[CH:8][CH:7]=1.[OH-].[Li+].C(OCC)(=O)C.Cl. The catalyst is C(O)C.O.O1CCCC1. The product is [CH2:27]([O:26][C:23]1[N:24]=[CH:25][C:20]([C:17]2[CH:18]=[CH:19][C:14]([C:13]([NH:12][CH:4]([CH2:5][C:6]3[CH:11]=[CH:10][CH:9]=[CH:8][CH:7]=3)[C:3]([OH:35])=[O:2])=[O:34])=[CH:15][CH:16]=2)=[CH:21][N:22]=1)[C:28]1[CH:29]=[CH:30][CH:31]=[CH:32][CH:33]=1. The yield is 0.330. (5) The reactants are [NH2:1][C:2]1[C:3]([C:9]([O:11][CH3:12])=[O:10])=[N:4][C:5](Br)=[CH:6][N:7]=1.[Br:13][C:14]1[CH:15]=[C:16](B(O)O)[CH:17]=[CH:18][CH:19]=1. No catalyst specified. The product is [NH2:1][C:2]1[C:3]([C:9]([O:11][CH3:12])=[O:10])=[N:4][C:5]([C:18]2[CH:17]=[CH:16][CH:15]=[C:14]([Br:13])[CH:19]=2)=[CH:6][N:7]=1. The yield is 0.550. (6) The reactants are [F:1][C:2]([F:14])([F:13])[C:3]([N:5]([CH3:12])[C:6]1[CH:7]=[N:8][O:9][C:10]=1[CH3:11])=O.C[O-].[Na+]. The catalyst is CCO.[Pd]. The product is [CH3:12][N:5]1[C:6]([C:10](=[O:9])[CH3:11])=[CH:7][N:8]=[C:3]1[C:2]([F:14])([F:13])[F:1]. The yield is 0.520. (7) The reactants are O1CCCC1.[OH-].[Na+].[NH2:8][C:9]1[C:14]([C:15]2[O:19][N:18]=[C:17]([CH2:20][C:21]3[CH:26]=[CH:25][C:24]([OH:27])=[CH:23][CH:22]=3)[CH:16]=2)=[CH:13][CH:12]=[CH:11][N:10]=1.Cl[CH2:29][C:30]1[CH:35]=[CH:34][C:33]([F:36])=[CH:32][N:31]=1. The catalyst is CN(C)C=O. The product is [F:36][C:33]1[CH:34]=[CH:35][C:30]([CH2:29][O:27][C:24]2[CH:25]=[CH:26][C:21]([CH2:20][C:17]3[CH:16]=[C:15]([C:14]4[C:9]([NH2:8])=[N:10][CH:11]=[CH:12][CH:13]=4)[O:19][N:18]=3)=[CH:22][CH:23]=2)=[N:31][CH:32]=1. The yield is 0.770. (8) The reactants are [Cl:1][C:2]1[C:7]([N+:8]([O-:10])=[O:9])=[CH:6][CH:5]=[C:4]([Cl:11])[C:3]=1[S:12](Cl)(=[O:14])=[O:13].[CH2:16]([NH2:18])[CH3:17].C(N(CC)CC)C. No catalyst specified. The product is [CH2:16]([NH:18][S:12]([C:3]1[C:4]([Cl:11])=[CH:5][CH:6]=[C:7]([N+:8]([O-:10])=[O:9])[C:2]=1[Cl:1])(=[O:14])=[O:13])[CH3:17]. The yield is 0.740. (9) The reactants are [NH:1]1[C:6]2[CH:7]=[CH:8][S:9][C:5]=2[C:4](=[O:10])[NH:3][C:2]1=[O:11].[Br:12]Br.O. The catalyst is C(O)(=O)C. The product is [Br:12][C:7]1[C:6]2[NH:1][C:2](=[O:11])[NH:3][C:4](=[O:10])[C:5]=2[S:9][CH:8]=1. The yield is 0.880. (10) The reactants are [Br:1][C:2]1[CH:11]=[C:10]([O:12][CH:13]([CH3:15])[CH3:14])[C:9]([Cl:16])=[C:8]2[C:3]=1[CH2:4][CH2:5][NH:6][C:7]2=[O:17].C[Si]([N-][Si](C)(C)C)(C)C.[K+].[CH2:28]([O:35][C:36]1[C:41]([CH2:42]Cl)=[C:40]([CH3:44])[CH:39]=[C:38]([CH3:45])[N:37]=1)[C:29]1[CH:34]=[CH:33][CH:32]=[CH:31][CH:30]=1. The catalyst is O1CCOCC1. The product is [CH2:28]([O:35][C:36]1[C:41]([CH2:42][N:6]2[CH2:5][CH2:4][C:3]3[C:8](=[C:9]([Cl:16])[C:10]([O:12][CH:13]([CH3:15])[CH3:14])=[CH:11][C:2]=3[Br:1])[C:7]2=[O:17])=[C:40]([CH3:44])[CH:39]=[C:38]([CH3:45])[N:37]=1)[C:29]1[CH:34]=[CH:33][CH:32]=[CH:31][CH:30]=1. The yield is 0.440.